This data is from Peptide-MHC class I binding affinity with 185,985 pairs from IEDB/IMGT. The task is: Regression. Given a peptide amino acid sequence and an MHC pseudo amino acid sequence, predict their binding affinity value. This is MHC class I binding data. (1) The peptide sequence is VFAVLSIVNR. The MHC is HLA-B44:02 with pseudo-sequence HLA-B44:02. The binding affinity (normalized) is 0.309. (2) The MHC is HLA-A69:01 with pseudo-sequence HLA-A69:01. The peptide sequence is WHTTKGAAL. The binding affinity (normalized) is 0.0847.